Dataset: TCR-epitope binding with 47,182 pairs between 192 epitopes and 23,139 TCRs. Task: Binary Classification. Given a T-cell receptor sequence (or CDR3 region) and an epitope sequence, predict whether binding occurs between them. The epitope is NEGVKAAW. The TCR CDR3 sequence is CASSSLTGGDTQYF. Result: 0 (the TCR does not bind to the epitope).